From a dataset of Forward reaction prediction with 1.9M reactions from USPTO patents (1976-2016). Predict the product of the given reaction. Given the reactants C([O:9][C@@H:10]1[C@H:14]([O:15]C(=O)C2C=CC=CC=2)[C@H:13]([CH2:24][O:25]C(=O)C2C=CC=CC=2)[O:12][C@H:11]1[N:34]1[CH:42]=[N:41][C:40]2[C:35]1=[N:36][CH:37]=[N:38][C:39]=2[CH3:43])(=O)C1C=CC=CC=1.O(C)[Na].C(O)(=O)C, predict the reaction product. The product is: [CH3:43][C:39]1[N:38]=[CH:37][N:36]=[C:35]2[C:40]=1[N:41]=[CH:42][N:34]2[C@@H:11]1[O:12][C@@H:13]([CH2:24][OH:25])[C@@H:14]([OH:15])[C@H:10]1[OH:9].